Predict the product of the given reaction. From a dataset of Forward reaction prediction with 1.9M reactions from USPTO patents (1976-2016). (1) Given the reactants C([N:8]1[CH2:13][C:12]2([CH2:18][CH2:17][N:16]([C:19]([O:21][C:22]([CH3:25])([CH3:24])[CH3:23])=[O:20])[CH2:15][CH2:14]2)[O:11][CH:10]([C:26]([O:28][CH3:29])=[O:27])[CH2:9]1)C1C=CC=CC=1.C([O-])=O.[NH4+], predict the reaction product. The product is: [O:11]1[C:12]2([CH2:18][CH2:17][N:16]([C:19]([O:21][C:22]([CH3:25])([CH3:24])[CH3:23])=[O:20])[CH2:15][CH2:14]2)[CH2:13][NH:8][CH2:9][CH:10]1[C:26]([O:28][CH3:29])=[O:27]. (2) Given the reactants [CH3:1][C:2]([N:7]1[CH:11]=[C:10]([NH:12][C:13](=[O:30])[CH:14]([NH:18][C:19](=[O:29])[CH2:20][C:21]2[CH:26]=[C:25]([F:27])[CH:24]=[C:23]([F:28])[CH:22]=2)[CH2:15][CH2:16][CH3:17])[N:9]=[CH:8]1)([CH3:6])[CH2:3][CH:4]=O.[NH:31]1[CH2:35][CH2:34][CH2:33][CH2:32]1, predict the reaction product. The product is: [CH3:6][C:2]([N:7]1[CH:11]=[C:10]([NH:12][C:13](=[O:30])[CH:14]([NH:18][C:19](=[O:29])[CH2:20][C:21]2[CH:26]=[C:25]([F:27])[CH:24]=[C:23]([F:28])[CH:22]=2)[CH2:15][CH2:16][CH3:17])[N:9]=[CH:8]1)([CH3:1])[CH2:3][CH2:4][N:31]1[CH2:35][CH2:34][CH2:33][CH2:32]1. (3) Given the reactants NC1(C2C=CC(C3C(=O)C4C(=CC=C(F)C=4)OC=3C3C=CC=CC=3)=CC=2)CCC1.C(OC(=O)[NH:36][C:37]1([C:41]2[CH:46]=[CH:45][C:44]([C:47]3[C:56](=[O:57])[C:55]4[C:50](=[C:51]([CH2:58][N:59]5[CH2:62][CH:61]([F:63])[CH2:60]5)[CH:52]=[CH:53][CH:54]=4)[O:49][C:48]=3[C:64]3[CH:69]=[CH:68][CH:67]=[CH:66][CH:65]=3)=[CH:43][CH:42]=2)[CH2:40][CH2:39][CH2:38]1)(C)(C)C.C(O)(C(F)(F)F)=O.CO, predict the reaction product. The product is: [NH2:36][C:37]1([C:41]2[CH:46]=[CH:45][C:44]([C:47]3[C:56](=[O:57])[C:55]4[C:50](=[C:51]([CH2:58][N:59]5[CH2:62][CH:61]([F:63])[CH2:60]5)[CH:52]=[CH:53][CH:54]=4)[O:49][C:48]=3[C:64]3[CH:69]=[CH:68][CH:67]=[CH:66][CH:65]=3)=[CH:43][CH:42]=2)[CH2:38][CH2:39][CH2:40]1. (4) Given the reactants [N+:1]([C:4]1[CH:12]=[CH:11][C:10]2[NH:9][CH:8]3[CH2:13][CH2:14][NH:15][CH2:16][CH:7]3[C:6]=2[CH:5]=1)([O-:3])=[O:2].C(N(CC)CC)C.[C:24]1(=O)[CH2:28][CH2:27][CH2:26][CH2:25]1.C([BH3-])#N.[Na+], predict the reaction product. The product is: [CH:24]1([N:15]2[CH2:14][CH2:13][CH:8]3[NH:9][C:10]4[CH:11]=[CH:12][C:4]([N+:1]([O-:3])=[O:2])=[CH:5][C:6]=4[CH:7]3[CH2:16]2)[CH2:28][CH2:27][CH2:26][CH2:25]1. (5) Given the reactants [NH2:1][C@@H:2]([CH2:6][CH2:7][CH2:8][C:9]([OH:11])=O)[C:3]([OH:5])=[O:4].C(O)(=O)C, predict the reaction product. The product is: [O:11]=[C:9]1[NH:1][C@H:2]([C:3]([OH:5])=[O:4])[CH2:6][CH2:7][CH2:8]1. (6) Given the reactants [Br:1][C:2]1[C:11]([CH2:12]Cl)=[C:10]2[C:5]([NH:6][C:7]([CH3:17])([CH3:16])[C:8](=[O:15])[N:9]2[CH3:14])=[CH:4][CH:3]=1.[CH3:18][O:19][C:20]1[CH:26]=[CH:25][CH:24]=[CH:23][C:21]=1[NH2:22].C(=O)([O-])[O-].[K+].[K+].C(OCC)(=O)C, predict the reaction product. The product is: [Br:1][C:2]1[C:11]([CH2:12][NH:22][C:21]2[CH:23]=[CH:24][CH:25]=[CH:26][C:20]=2[O:19][CH3:18])=[C:10]2[C:5]([NH:6][C:7]([CH3:17])([CH3:16])[C:8](=[O:15])[N:9]2[CH3:14])=[CH:4][CH:3]=1. (7) Given the reactants [CH2:1]1[C:5]2([CH2:10][CH2:9][CH2:8][N:7]([C:11](OC(C)(C)C)=O)[CH2:6]2)[CH2:4][CH2:3][NH:2]1.CCN(CC)CC.[CH3:25][C:26](OC(C)=O)=[O:27].ClC1[N:38]=[CH:37][C:36]([C:39]([NH:41][C:42]2[CH:47]=[C:46]([C:48]3[S:49][CH:50]=[CH:51][CH:52]=3)[CH:45]=[CH:44][C:43]=2[NH:53]C(=O)OC(C)(C)C)=[O:40])=[CH:35][CH:34]=1, predict the reaction product. The product is: [C:26]([N:2]1[CH2:3][CH2:4][C:5]2([CH2:10][CH2:9][CH2:8][N:7]([C:11]3[CH:34]=[CH:35][C:36]([C:39]([NH:41][C:42]4[CH:47]=[C:46]([C:48]5[S:49][CH:50]=[CH:51][CH:52]=5)[CH:45]=[CH:44][C:43]=4[NH2:53])=[O:40])=[CH:37][N:38]=3)[CH2:6]2)[CH2:1]1)(=[O:27])[CH3:25]. (8) Given the reactants [Cl:1][C:2]1[N:10]=[C:9]([Cl:11])[CH:8]=[CH:7][C:3]=1[C:4](O)=[O:5].F[P-](F)(F)(F)(F)F.[N:19]1([O:28][C:29](N(C)C)=[N+](C)C)[C:23]2C=CC=CC=2N=N1.O.ON1C2C=CC=CC=2N=N1.C(N(CC)C(C)C)(C)C.Cl.CNOC, predict the reaction product. The product is: [Cl:1][C:2]1[N:10]=[C:9]([Cl:11])[CH:8]=[CH:7][C:3]=1[C:4]([N:19]([O:28][CH3:29])[CH3:23])=[O:5]. (9) Given the reactants [Cl-].[Li+].[F:3][C:4]1[CH:13]=[CH:12][C:11]([CH:14]=O)=[CH:10][C:5]=1[C:6]([O:8][CH3:9])=[O:7].C(OP([CH2:24][C:25]([O:27][C:28]([CH3:31])([CH3:30])[CH3:29])=[O:26])(OCC)=O)C.N12CCCN=C1CCCCC2, predict the reaction product. The product is: [C:28]([O:27][C:25](=[O:26])/[CH:24]=[CH:14]/[C:11]1[CH:12]=[CH:13][C:4]([F:3])=[C:5]([CH:10]=1)[C:6]([O:8][CH3:9])=[O:7])([CH3:31])([CH3:30])[CH3:29]. (10) Given the reactants [Cl:1][C:2]1[C:3](Cl)=[N:4][CH:5]=[C:6]([CH:12]=1)[C:7]([O:9][CH2:10][CH3:11])=[O:8].[O:14]([CH2:21][CH2:22][NH2:23])[C:15]1[CH:20]=[CH:19][CH:18]=[CH:17][CH:16]=1.C(=O)([O-])[O-].[K+].[K+].CCOC(C)=O, predict the reaction product. The product is: [Cl:1][C:2]1[C:3]([NH:23][CH2:22][CH2:21][O:14][C:15]2[CH:20]=[CH:19][CH:18]=[CH:17][CH:16]=2)=[N:4][CH:5]=[C:6]([CH:12]=1)[C:7]([O:9][CH2:10][CH3:11])=[O:8].